Dataset: Catalyst prediction with 721,799 reactions and 888 catalyst types from USPTO. Task: Predict which catalyst facilitates the given reaction. (1) Reactant: [Br:1][C:2]1[C:7]([CH2:8][CH3:9])=[CH:6][C:5]([C:10](=[O:12])[CH3:11])=[C:4]([OH:13])[CH:3]=1.[O:14]1[CH2:17][C:16](=O)[CH2:15]1.N1CCCC1. Product: [Br:1][C:2]1[CH:3]=[C:4]2[C:5]([C:10](=[O:12])[CH2:11][C:16]3([O:13]2)[CH2:17][O:14][CH2:15]3)=[CH:6][C:7]=1[CH2:8][CH3:9]. The catalyst class is: 41. (2) Reactant: [Cl:1][C:2]1[N:7]=[C:6](Cl)[CH:5]=[CH:4][N:3]=1.[F:9][C:10]1[CH:16]=[C:15]([F:17])[CH:14]=[CH:13][C:11]=1[NH2:12].C(N(C(C)C)CC)(C)C. Product: [CH3:6][CH2:5][CH2:4][CH:10]([CH3:16])[CH3:11].[Cl:1][C:2]1[N:7]=[C:6]([NH:12][C:11]2[CH:13]=[CH:14][C:15]([F:17])=[CH:16][C:10]=2[F:9])[CH:5]=[CH:4][N:3]=1. The catalyst class is: 51. (3) Reactant: [F:1][C:2]1[CH:3]=[C:4]([N+:13]([O-:15])=[O:14])[CH:5]=[C:6]2[C:11]=1[NH:10][C:9](=[O:12])[CH2:8][CH2:7]2.I[CH3:17]. Product: [F:1][C:2]1[CH:3]=[C:4]([N+:13]([O-:15])=[O:14])[CH:5]=[C:6]2[C:11]=1[N:10]([CH3:17])[C:9](=[O:12])[CH2:8][CH2:7]2. The catalyst class is: 18. (4) Reactant: [C:1]([O:5][C:6]([NH:8][CH2:9][CH2:10][CH2:11][N:12]1[C:20]([C:21]([O:23][CH3:24])=[O:22])=[C:19]2[C:14]([C:15]3[CH:28]=[C:27]([C:29]4[CH:34]=[CH:33][CH:32]=[C:31]([N+:35]([O-:37])=[O:36])[CH:30]=4)[C:26]([O:38][CH3:39])=[CH:25][C:16]=3[CH2:17][CH2:18]2)=[N:13]1)=[O:7])([CH3:4])([CH3:3])[CH3:2].C(C1C(=O)C(Cl)=C(Cl)C(=O)C=1C#N)#N. Product: [C:1]([O:5][C:6]([NH:8][CH2:9][CH2:10][CH2:11][N:12]1[C:20]([C:21]([O:23][CH3:24])=[O:22])=[C:19]2[C:14]([C:15]3[CH:28]=[C:27]([C:29]4[CH:34]=[CH:33][CH:32]=[C:31]([N+:35]([O-:37])=[O:36])[CH:30]=4)[C:26]([O:38][CH3:39])=[CH:25][C:16]=3[CH:17]=[CH:18]2)=[N:13]1)=[O:7])([CH3:3])([CH3:4])[CH3:2]. The catalyst class is: 12. (5) Reactant: C([O:9][C@@H:10]1[C@H:15]([O:16]C(=O)C2C=CC=CC=2)[C@H:14]([O:25]C(=O)C2C=CC=CC=2)[CH2:13][O:12][C@H:11]1[N:34]1[CH:41]=[C:40]([CH2:42][CH2:43][N:44]2[C:48](=[O:49])[C:47]3=[CH:50][CH:51]=[CH:52][CH:53]=[C:46]3[C:45]2=[O:54])[C:38](=[O:39])[NH:37][C:35]1=[O:36])(=O)C1C=CC=CC=1.C[O-].[Na+].O. Product: [C:45]1(=[O:54])[N:44]([CH2:43][CH2:42][C:40]2[C:38](=[O:39])[NH:37][C:35](=[O:36])[N:34]([C@@H:11]3[O:12][CH2:13][C@@H:14]([OH:25])[C@@H:15]([OH:16])[C@H:10]3[OH:9])[CH:41]=2)[C:48](=[O:49])[C:47]2=[CH:50][CH:51]=[CH:52][CH:53]=[C:46]12. The catalyst class is: 5. (6) Reactant: [CH2:1]([O:3][C:4]([C@H:6]1[CH2:11][CH2:10][C@H:9]([C:12]2[S:13][CH:14]=[C:15]([CH3:17])[N:16]=2)[CH2:8][CH2:7]1)=[O:5])[CH3:2].[Cl:18]N1C(=O)CCC1=O. Product: [CH2:1]([O:3][C:4]([C@H:6]1[CH2:7][CH2:8][C@H:9]([C:12]2[S:13][C:14]([Cl:18])=[C:15]([CH3:17])[N:16]=2)[CH2:10][CH2:11]1)=[O:5])[CH3:2]. The catalyst class is: 9. (7) Reactant: [Cl:1][C:2]1[C:3]([C:11]([OH:13])=O)=[CH:4][NH:5][C:6]=1[C:7]([O:9][CH3:10])=[O:8].[CH3:14][N:15](C(ON1N=NC2C=CC=NC1=2)=[N+](C)C)C.F[P-](F)(F)(F)(F)F.CCN(C(C)C)C(C)C.CN. Product: [Cl:1][C:2]1[C:3]([C:11]([NH:15][CH3:14])=[O:13])=[CH:4][NH:5][C:6]=1[C:7]([O:9][CH3:10])=[O:8]. The catalyst class is: 3.